Dataset: Forward reaction prediction with 1.9M reactions from USPTO patents (1976-2016). Task: Predict the product of the given reaction. (1) Given the reactants [F:1][C:2]([F:41])([F:40])[C:3]([N:5]([C@H:18]1[CH2:23][CH2:22][C@H:21]([CH:24]([OH:39])[CH2:25][NH:26][S:27]([C:30]2[CH:35]=[CH:34][CH:33]=[CH:32][C:31]=2[N+:36]([O-:38])=[O:37])(=[O:29])=[O:28])[CH2:20][CH2:19]1)[CH2:6][C:7]1[CH:8]=[CH:9][C:10]2[O:11][CH2:12][C:13](=[O:17])[NH:14][C:15]=2[N:16]=1)=[O:4].C(N(CC)CC)C.[CH3:49][S:50](Cl)(=[O:52])=[O:51].CN(C1C=CC=CN=1)C, predict the reaction product. The product is: [CH3:49][S:50]([O:39][CH:24]([C@H:21]1[CH2:22][CH2:23][C@H:18]([N:5]([CH2:6][C:7]2[CH:8]=[CH:9][C:10]3[O:11][CH2:12][C:13](=[O:17])[NH:14][C:15]=3[N:16]=2)[C:3](=[O:4])[C:2]([F:1])([F:40])[F:41])[CH2:19][CH2:20]1)[CH2:25][NH:26][S:27]([C:30]1[CH:35]=[CH:34][CH:33]=[CH:32][C:31]=1[N+:36]([O-:38])=[O:37])(=[O:28])=[O:29])(=[O:52])=[O:51]. (2) Given the reactants [O:1]=[S:2]1(=[O:12])[CH2:6][C:5]2[C:7]([Cl:11])=[CH:8][CH:9]=[CH:10][C:4]=2[NH:3]1.[N+:13]([O-])([O-:15])=[O:14].[Na+].S(=O)(=O)(O)O.N([O-])=O.[Na+], predict the reaction product. The product is: [O:12]=[S:2]1(=[O:1])[CH2:6][C:5]2[C:7]([Cl:11])=[CH:8][CH:9]=[C:10]([N+:13]([O-:15])=[O:14])[C:4]=2[NH:3]1. (3) Given the reactants [NH2:1][C:2]1[CH:11]=[CH:10][CH:9]=[C:8]2[C:3]=1[CH:4]=[CH:5][N:6]([CH:13]([C:15]1[CH:20]=[CH:19][CH:18]=[CH:17][N:16]=1)[CH3:14])[C:7]2=[O:12].[F:21][C:22]1[C:27]([C:28]([F:31])([F:30])[F:29])=[CH:26][CH:25]=[CH:24][C:23]=1[CH2:32][C:33](O)=[O:34].F[P-](F)(F)(F)(F)F.C[N+](C)=C(N(C)C)ON1C2N=CC=CC=2N=N1.C(N(CC)C(C)C)(C)C, predict the reaction product. The product is: [F:21][C:22]1[C:27]([C:28]([F:30])([F:31])[F:29])=[CH:26][CH:25]=[CH:24][C:23]=1[CH2:32][C:33]([NH:1][C:2]1[CH:11]=[CH:10][CH:9]=[C:8]2[C:3]=1[CH:4]=[CH:5][N:6]([CH:13]([C:15]1[CH:20]=[CH:19][CH:18]=[CH:17][N:16]=1)[CH3:14])[C:7]2=[O:12])=[O:34]. (4) Given the reactants [CH2:1]([C:3]1[N:4]=[CH:5][O:6][CH:7]=1)[CH3:2].[CH2:8]([O:10][C:11](=[O:32])[N:12]([C:21]1[CH:26]=[C:25](Br)[N:24]=[C:23]([NH2:28])[C:22]=1[N+:29]([O-:31])=[O:30])[CH2:13][C:14]1[CH:15]=[N:16][C:17]([CH3:20])=[CH:18][CH:19]=1)[CH3:9], predict the reaction product. The product is: [CH2:8]([O:10][C:11](=[O:32])[N:12]([C:21]1[CH:26]=[C:25]([C:5]2[O:6][CH:7]=[C:3]([CH2:1][CH3:2])[N:4]=2)[N:24]=[C:23]([NH2:28])[C:22]=1[N+:29]([O-:31])=[O:30])[CH2:13][C:14]1[CH:15]=[N:16][C:17]([CH3:20])=[CH:18][CH:19]=1)[CH3:9]. (5) Given the reactants [F:1][C:2]([F:22])([F:21])[C@H:3]([OH:20])[CH2:4][NH:5][CH2:6][C:7]1[CH:12]=[CH:11][CH:10]=[C:9]([O:13][C:14]([F:19])([F:18])[CH:15]([F:17])[F:16])[CH:8]=1.Cl[C:24]1[N:29]=[C:28]([O:30][C:31]2[CH:36]=[CH:35][C:34]([Cl:37])=[C:33]([CH2:38][CH3:39])[CH:32]=2)[CH:27]=[CH:26][N:25]=1.C(N(C(C)C)CC)(C)C, predict the reaction product. The product is: [Cl:37][C:34]1[CH:35]=[CH:36][C:31]([O:30][C:28]2[CH:27]=[CH:26][N:25]=[C:24]([N:5]([CH2:6][C:7]3[CH:12]=[CH:11][CH:10]=[C:9]([O:13][C:14]([F:19])([F:18])[CH:15]([F:16])[F:17])[CH:8]=3)[CH2:4][C@@H:3]([OH:20])[C:2]([F:21])([F:22])[F:1])[N:29]=2)=[CH:32][C:33]=1[CH2:38][CH3:39]. (6) Given the reactants O[CH2:2][CH:3]([C:11]1[C:16]([CH3:17])=[CH:15][C:14]([CH3:18])=[C:13]([CH3:19])[C:12]=1[OH:20])[C:4]1[CH:9]=[CH:8][C:7]([Br:10])=[CH:6][CH:5]=1, predict the reaction product. The product is: [Br:10][C:7]1[CH:6]=[CH:5][C:4]([CH:3]2[C:11]3[C:16]([CH3:17])=[CH:15][C:14]([CH3:18])=[C:13]([CH3:19])[C:12]=3[O:20][CH2:2]2)=[CH:9][CH:8]=1.